From a dataset of Forward reaction prediction with 1.9M reactions from USPTO patents (1976-2016). Predict the product of the given reaction. (1) Given the reactants [F:8][C:7]([F:10])([F:9])[C:6](O[C:6](=[O:11])[C:7]([F:10])([F:9])[F:8])=[O:11].[Br:14][C:15]1[C:16]([NH2:23])=[N:17][C:18]([S:21][CH3:22])=[CH:19][N:20]=1.C(N(CC)CC)C, predict the reaction product. The product is: [Br:14][C:15]1[C:16]([NH:23][C:6](=[O:11])[C:7]([F:8])([F:9])[F:10])=[N:17][C:18]([S:21][CH3:22])=[CH:19][N:20]=1. (2) Given the reactants [NH2:1][C:2]1[N:3]=[CH:4][C:5]([C:8]2[C:13]([F:14])=[CH:12][C:11]([C:15]3[C:16]([SH:21])=[CH:17][CH:18]=[CH:19][CH:20]=3)=[CH:10][CH:9]=2)=[N:6][CH:7]=1.[Cl:22][C:23]1[N:28]=[CH:27][CH:26]=[CH:25][N:24]=1.CCN(C(C)C)C(C)C.C1C=CC(P(C2C=CC=CC=2)C2C=CC=CC=2)=CC=1, predict the reaction product. The product is: [ClH:22].[F:14][C:13]1[CH:12]=[C:11]([C:15]2[CH:20]=[CH:19][CH:18]=[CH:17][C:16]=2[S:21][C:23]2[N:28]=[CH:27][CH:26]=[CH:25][N:24]=2)[CH:10]=[CH:9][C:8]=1[C:5]1[N:6]=[CH:7][C:2]([NH2:1])=[N:3][CH:4]=1.